This data is from Reaction yield outcomes from USPTO patents with 853,638 reactions. The task is: Predict the reaction yield, written as a fraction of the theoretical maximum amount of product (1.0 means a 100% yield; for example, 0.34 means a 34% yield). (1) The reactants are Cl.[CH3:2][N:3]([CH3:22])[CH2:4][CH2:5][N:6]1[CH2:11][C:10]2[CH:12]=[C:13](/[CH:16]=[CH:17]/[C:18]([OH:20])=O)[CH:14]=[N:15][C:9]=2[NH:8][C:7]1=[O:21].Cl.[CH3:24][N:25]1[CH2:31][C:30]2[CH:32]=[C:33](/[CH:36]=[CH:37]/[C:38](O)=O)C=N[C:29]=2[NH:28][C:27](=O)[CH2:26]1.CNCC1N(C)C2C(C=1)=CC=CC=2.CNCC1C=CC2C(=CC=CC=2)C=1CCC. No catalyst specified. The product is [CH3:22][N:3]([CH3:2])[CH2:4][CH2:5][N:6]1[CH2:11][C:10]2[CH:12]=[C:13](/[CH:16]=[CH:17]/[C:18]([N:28]([CH3:29])[CH2:27][C:26]3[N:25]([CH3:24])[C:31]4[C:37]([CH:38]=3)=[CH:36][CH:33]=[CH:32][CH:30]=4)=[O:20])[CH:14]=[N:15][C:9]=2[NH:8][C:7]1=[O:21]. The yield is 0.220. (2) The reactants are [CH3:1][O:2][C:3]1[CH:8]=[CH:7][C:6]([O:9][CH3:10])=[CH:5][C:4]=1[F:11].[Li]CCCC.[CH:17](=[O:19])[CH3:18]. The catalyst is C1COCC1. The product is [F:11][C:4]1[C:3]([O:2][CH3:1])=[CH:8][CH:7]=[C:6]([O:9][CH3:10])[C:5]=1[CH:17]([OH:19])[CH3:18]. The yield is 0.790. (3) The reactants are N1C2C(=CC(N[N:12]=[C:13]([C:16]#[N:17])[C:14]#[N:15])=CC=2)C=CC=1.[NH2:18][C:19]1[CH:20]=[C:21]2[C:26](=[CH:27][CH:28]=1)[N:25]=[CH:24][CH:23]=[CH:22]2.C(#N)CC#N.O.[NH2:35][NH2:36]. No catalyst specified. The product is [N:25]1[C:26]2[C:21](=[CH:20][C:19]([NH:18][N:12]=[C:13]3[C:14]([NH2:15])=[N:36][N:35]=[C:16]3[NH2:17])=[CH:28][CH:27]=2)[CH:22]=[CH:23][CH:24]=1. The yield is 0.200. (4) The reactants are Cl[C:2]1[CH:7]=[C:6]([O:8][C:9]2[CH:10]=[CH:11][C:12]([NH:15][C:16]([NH:18][C:19]([CH:21]3[CH2:26][CH2:25][O:24][CH2:23][CH2:22]3)=[O:20])=[O:17])=[N:13][CH:14]=2)[CH:5]=[CH:4][N:3]=1.C([O-])(O)=O.[Na+].[CH3:32][C:33]1[CH:38]=[CH:37][C:36](B2OC(C)(C)C(C)(C)O2)=[CH:35][N:34]=1. The catalyst is O1CCOCC1.O.C1C=CC([P]([Pd]([P](C2C=CC=CC=2)(C2C=CC=CC=2)C2C=CC=CC=2)([P](C2C=CC=CC=2)(C2C=CC=CC=2)C2C=CC=CC=2)[P](C2C=CC=CC=2)(C2C=CC=CC=2)C2C=CC=CC=2)(C2C=CC=CC=2)C2C=CC=CC=2)=CC=1. The product is [CH3:32][C:33]1[N:34]=[CH:35][C:36]([C:2]2[CH:7]=[C:6]([O:8][C:9]3[CH:10]=[CH:11][C:12]([NH:15][C:16]([NH:18][C:19]([CH:21]4[CH2:26][CH2:25][O:24][CH2:23][CH2:22]4)=[O:20])=[O:17])=[N:13][CH:14]=3)[CH:5]=[CH:4][N:3]=2)=[CH:37][CH:38]=1. The yield is 0.130. (5) The catalyst is O1CCOCC1.C(O)C. The reactants are [BH4-].[Na+].FC(F)(F)C([NH:7][CH:8]1[CH2:13][CH2:12][N:11]([CH2:14][C:15]2[CH:16]=[N:17][CH:18]=[CH:19][CH:20]=2)[CH2:10][CH2:9]1)=O. The product is [N:17]1[CH:18]=[CH:19][CH:20]=[C:15]([CH2:14][N:11]2[CH2:10][CH2:9][CH:8]([NH2:7])[CH2:13][CH2:12]2)[CH:16]=1. The yield is 0.880.